Dataset: Forward reaction prediction with 1.9M reactions from USPTO patents (1976-2016). Task: Predict the product of the given reaction. (1) Given the reactants ClC1C=C(C=CC=1F)[C:5]1[C:10]([C:11]2[CH:20]=[CH:19][C:18]3[C:13](=[CH:14][CH:15]=[C:16]([C:21]4[N:25]([CH:26]5[CH2:31][CH2:30][CH2:29][CH2:28][CH2:27]5)[C:24]5[CH:32]=[CH:33][C:34]([C:36]([OH:38])=[O:37])=[CH:35][C:23]=5[N:22]=4)[CH:17]=3)[N:12]=2)=[CH:9][C:8]([O:39][CH3:40])=[CH:7][CH:6]=1.COC(C1C=CC2N(C3CCCCC3)C(C3C=C4C(=CC=3)N=C(C3C=C(OC)C=CC=3Br)C=C4)=NC=2C=1)=O.[N+:83]([C:86]1[CH:87]=[C:88](B(O)O)[CH:89]=[CH:90][CH:91]=1)([O-:85])=[O:84], predict the reaction product. The product is: [CH:26]1([N:25]2[C:24]3[CH:32]=[CH:33][C:34]([C:36]([OH:38])=[O:37])=[CH:35][C:23]=3[N:22]=[C:21]2[C:16]2[CH:17]=[C:18]3[C:13](=[CH:14][CH:15]=2)[N:12]=[C:11]([C:10]2[C:5]([C:88]4[CH:89]=[CH:90][CH:91]=[C:86]([N+:83]([O-:85])=[O:84])[CH:87]=4)=[CH:6][CH:7]=[C:8]([O:39][CH3:40])[CH:9]=2)[CH:20]=[CH:19]3)[CH2:27][CH2:28][CH2:29][CH2:30][CH2:31]1. (2) Given the reactants [CH3:1][C:2]1[O:3][C:4]2[CH:10]=[C:9]([N+:11]([O-])=O)[CH:8]=[CH:7][C:5]=2[N:6]=1.S1(=O)(=O)C=CC=C1, predict the reaction product. The product is: [CH3:1][C:2]1[O:3][C:4]2[CH:10]=[C:9]([NH2:11])[CH:8]=[CH:7][C:5]=2[N:6]=1. (3) Given the reactants [CH2:1]([O:3][C:4](=[O:16])[CH2:5][CH:6]([C:13](=O)[CH3:14])[C:7](=O)[CH2:8][CH:9]([CH3:11])[CH3:10])[CH3:2].[N:17]1[CH:22]=[CH:21][CH:20]=[CH:19][C:18]=1[NH:23][NH2:24], predict the reaction product. The product is: [CH2:1]([O:3][C:4](=[O:16])[CH2:5][C:6]1[C:7]([CH2:8][CH:9]([CH3:11])[CH3:10])=[N:24][N:23]([C:18]2[CH:19]=[CH:20][CH:21]=[CH:22][N:17]=2)[C:13]=1[CH3:14])[CH3:2]. (4) Given the reactants [CH2:1]([O:8][C@@H:9]1[CH2:13][N:12]([CH:14]2[CH2:19][CH2:18][N:17]([C:20]3[CH:21]=[N:22][C:23]([O:26][CH3:27])=[CH:24][CH:25]=3)[CH2:16][CH2:15]2)[CH2:11][C@H:10]1[NH:28][C:29](=[O:44])[CH2:30][NH:31][C:32](=[O:43])[C:33]1[CH:38]=[CH:37][CH:36]=[C:35]([C:39]([F:42])([F:41])[F:40])[CH:34]=1)C1C=CC=CC=1.BrC[C:47]([O:49][CH2:50][C:51]1[CH:56]=[CH:55][CH:54]=[CH:53][CH:52]=1)=[O:48].C(Br)C1C=CC=CC=1.C(NC(=O)[O-])C1C=CC=CC=1, predict the reaction product. The product is: [CH3:27][O:26][C:23]1[N:22]=[CH:21][C:20]([N:17]2[CH2:16][CH2:15][CH:14]([N:12]3[CH2:11][C@@H:10]([NH:28][C:29](=[O:44])[CH2:30][NH:31][C:32](=[O:43])[C:33]4[CH:38]=[CH:37][CH:36]=[C:35]([C:39]([F:40])([F:42])[F:41])[CH:34]=4)[C@H:9]([O:8][CH2:1][C:47]([O:49][CH2:50][C:51]4[CH:56]=[CH:55][CH:54]=[CH:53][CH:52]=4)=[O:48])[CH2:13]3)[CH2:19][CH2:18]2)=[CH:25][CH:24]=1.